This data is from Full USPTO retrosynthesis dataset with 1.9M reactions from patents (1976-2016). The task is: Predict the reactants needed to synthesize the given product. (1) Given the product [C:10]([C:9]1[CH:21]=[CH:20][C:19](=[O:22])[NH:18][C:8]=1[NH:7][CH:1]1[CH2:2][CH2:3][CH2:4][CH2:5][CH2:6]1)(=[O:17])[C:11]1[CH:16]=[CH:15][CH:14]=[CH:13][CH:12]=1, predict the reactants needed to synthesize it. The reactants are: [CH:1]1([NH:7][C:8](=[NH:18])[CH2:9][C:10](=[O:17])[C:11]2[CH:16]=[CH:15][CH:14]=[CH:13][CH:12]=2)[CH2:6][CH2:5][CH2:4][CH2:3][CH2:2]1.[C:19](OC)(=[O:22])[C:20]#[CH:21]. (2) Given the product [C:29]1([CH:35]([C:45]2[CH:50]=[CH:49][CH:48]=[CH:47][CH:46]=2)[CH2:36][CH2:37][O:38][C:39](=[O:44])[C:40]2[C:16]([C:17]3[CH:22]=[CH:21][C:20]([CH3:23])=[CH:19][C:18]=3[CH3:24])=[C:15]([C:14]([N:11]3[CH2:10][CH2:9][NH:8][CH2:13][CH2:12]3)=[O:28])[C:25]([CH3:26])=[N:43][C:41]=2[CH3:42])[CH:30]=[CH:31][CH:32]=[CH:33][CH:34]=1, predict the reactants needed to synthesize it. The reactants are: C(OC([N:8]1[CH2:13][CH2:12][N:11]([C:14](=[O:28])[C:15]([C:25](=O)[CH3:26])=[CH:16][C:17]2[CH:22]=[CH:21][C:20]([CH3:23])=[CH:19][C:18]=2[CH3:24])[CH2:10][CH2:9]1)=O)(C)(C)C.[C:29]1([CH:35]([C:45]2[CH:50]=[CH:49][CH:48]=[CH:47][CH:46]=2)[CH2:36][CH2:37][O:38][C:39](=[O:44])/[CH:40]=[C:41](\[NH2:43])/[CH3:42])[CH:34]=[CH:33][CH:32]=[CH:31][CH:30]=1. (3) Given the product [CH:16]1([N:6]([CH2:7][C:8]2[CH:13]=[CH:12][CH:11]=[C:10]([CH3:14])[C:9]=2[CH3:15])[C:4](=[O:5])[CH:3]([CH2:19][C:20]2[CH:25]=[CH:24][C:23]([O:26][CH2:27][CH2:28][O:29][C:30]3[C:31]([Cl:38])=[CH:32][C:33]([CH3:37])=[CH:34][C:35]=3[Cl:36])=[CH:22][CH:21]=2)[CH2:1][NH:2][C:41](=[O:42])[O:43][C:44]([CH3:47])([CH3:46])[CH3:45])[CH2:17][CH2:18]1, predict the reactants needed to synthesize it. The reactants are: [C:1](/[C:3](=[CH:19]\[C:20]1[CH:25]=[CH:24][C:23]([O:26][CH2:27][CH2:28][O:29][C:30]2[C:35]([Cl:36])=[CH:34][C:33]([CH3:37])=[CH:32][C:31]=2[Cl:38])=[CH:22][CH:21]=1)/[C:4]([N:6]([CH:16]1[CH2:18][CH2:17]1)[CH2:7][C:8]1[CH:13]=[CH:12][CH:11]=[C:10]([CH3:14])[C:9]=1[CH3:15])=[O:5])#[N:2].[BH4-].[Na+].[C:41](O[C:41]([O:43][C:44]([CH3:47])([CH3:46])[CH3:45])=[O:42])([O:43][C:44]([CH3:47])([CH3:46])[CH3:45])=[O:42].[OH-].[Na+].Cl. (4) Given the product [Si:1]([O:8][C:9]1[CH:10]=[C:11]2[C:15](=[CH:16][CH:17]=1)[N:14]([C:24]([O:23][C:20]([CH3:22])([CH3:21])[CH3:19])=[O:25])[N:13]=[C:12]2[I:18])([C:4]([CH3:7])([CH3:5])[CH3:6])([CH3:3])[CH3:2], predict the reactants needed to synthesize it. The reactants are: [Si:1]([O:8][C:9]1[CH:10]=[C:11]2[C:15](=[CH:16][CH:17]=1)[NH:14][N:13]=[C:12]2[I:18])([C:4]([CH3:7])([CH3:6])[CH3:5])([CH3:3])[CH3:2].[CH3:19][C:20]([O:23][C:24](O[C:24]([O:23][C:20]([CH3:22])([CH3:21])[CH3:19])=[O:25])=[O:25])([CH3:22])[CH3:21].CCN(CC)CC. (5) Given the product [NH:36]1[C:37]2[C:42](=[CH:41][CH:40]=[CH:39][CH:38]=2)[C:34]([CH2:33][CH:17]2[C:16](=[O:50])[N:15]([CH2:14][C:13]([N:12]3[C:6]4[CH:5]=[CH:4][C:3]([O:2][CH3:1])=[CH:52][C:7]=4[CH2:8][CH2:9][CH2:10][CH2:11]3)=[O:51])[C:21]3[CH:22]=[CH:23][CH:24]=[CH:25][C:20]=3[N:19]([C:26]3[CH:31]=[CH:30][CH:29]=[CH:28][CH:27]=3)[C:18]2=[O:32])=[N:35]1, predict the reactants needed to synthesize it. The reactants are: [CH3:1][O:2][C:3]1[CH:4]=[CH:5][C:6]2[N:12]([C:13](=[O:51])[CH2:14][N:15]3[C:21]4[CH:22]=[CH:23][CH:24]=[CH:25][C:20]=4[N:19]([C:26]4[CH:31]=[CH:30][CH:29]=[CH:28][CH:27]=4)[C:18](=[O:32])[CH:17]([CH2:33][C:34]4[C:42]5[C:37](=[CH:38][CH:39]=[CH:40][CH:41]=5)[N:36](C(OC(C)(C)C)=O)[N:35]=4)[C:16]3=[O:50])[CH2:11][CH2:10][CH2:9][CH2:8][C:7]=2[CH:52]=1.FC(F)(F)C(O)=O.